This data is from Peptide-MHC class II binding affinity with 134,281 pairs from IEDB. The task is: Regression. Given a peptide amino acid sequence and an MHC pseudo amino acid sequence, predict their binding affinity value. This is MHC class II binding data. (1) The peptide sequence is SPPVVSFRETVLDKS. The MHC is HLA-DPA10301-DPB10402 with pseudo-sequence HLA-DPA10301-DPB10402. The binding affinity (normalized) is 0.640. (2) The MHC is DRB3_0101 with pseudo-sequence DRB3_0101. The binding affinity (normalized) is 0.00743. The peptide sequence is IASLFAAAGLAAAAP. (3) The peptide sequence is GVLAGLAFQEMENFL. The MHC is DRB3_0202 with pseudo-sequence DRB3_0202. The binding affinity (normalized) is 0.384. (4) The peptide sequence is TVSLPVGADEDDIKA. The MHC is DRB1_0401 with pseudo-sequence DRB1_0401. The binding affinity (normalized) is 0. (5) The MHC is HLA-DPA10201-DPB11401 with pseudo-sequence HLA-DPA10201-DPB11401. The binding affinity (normalized) is 0.837. The peptide sequence is EKKYFAATQFEPLKA.